Dataset: Forward reaction prediction with 1.9M reactions from USPTO patents (1976-2016). Task: Predict the product of the given reaction. (1) Given the reactants Br[C:2]1[C:3]([Cl:29])=[CH:4][CH:5]=[C:6]2[C:10]=1[NH:9][C:8]([C:11]([O:13][CH2:14][CH3:15])=[O:12])=[C:7]2[CH2:16][CH2:17][CH2:18][O:19][C:20]1[CH:25]=[C:24]([CH3:26])[C:23]([Cl:27])=[C:22]([CH3:28])[CH:21]=1.[CH3:30][N:31]1[CH:35]=[C:34](B2OC(C)(C)C(C)(C)O2)[CH:33]=[N:32]1.C(=O)([O-])[O-].[Cs+].[Cs+], predict the reaction product. The product is: [Cl:29][C:3]1[C:2]([C:34]2[CH:33]=[N:32][N:31]([CH3:30])[CH:35]=2)=[C:10]2[C:6]([C:7]([CH2:16][CH2:17][CH2:18][O:19][C:20]3[CH:25]=[C:24]([CH3:26])[C:23]([Cl:27])=[C:22]([CH3:28])[CH:21]=3)=[C:8]([C:11]([O:13][CH2:14][CH3:15])=[O:12])[NH:9]2)=[CH:5][CH:4]=1. (2) Given the reactants [NH:1]1[C:9]2[C:4](=[CH:5][C:6]([NH2:10])=[CH:7][CH:8]=2)[CH:3]=[N:2]1.C(OC([NH:18][CH2:19][CH2:20][CH2:21][CH2:22][C@H:23]([NH:27][C:28]([O:30][CH2:31][CH:32]1[C:44]2[CH:43]=[CH:42][CH:41]=[CH:40][C:39]=2[C:38]2[C:33]1=[CH:34][CH:35]=[CH:36][CH:37]=2)=[O:29])[C:24](O)=[O:25])=O)(C)(C)C, predict the reaction product. The product is: [CH:34]1[C:33]2[CH:32]([CH2:31][O:30][C:28](=[O:29])[NH:27][C@H:23]([C:24](=[O:25])[NH:10][C:6]3[CH:5]=[C:4]4[C:9](=[CH:8][CH:7]=3)[NH:1][N:2]=[CH:3]4)[CH2:22][CH2:21][CH2:20][CH2:19][NH2:18])[C:44]3[C:39](=[CH:40][CH:41]=[CH:42][CH:43]=3)[C:38]=2[CH:37]=[CH:36][CH:35]=1. (3) Given the reactants C(=O)([O-])[O-].[Na+].[Na+].Br[C:8]1[CH:9]=[CH:10][C:11]([N:14]2[CH2:19][CH2:18][CH2:17][C@H:16]([C:20]([NH:22][CH:23]3[CH2:28][CH2:27][CH:26]([OH:29])[CH2:25][CH2:24]3)=[O:21])[CH2:15]2)=[N:12][CH:13]=1.[C:30]1(B(O)O)[CH:35]=[CH:34][CH:33]=[CH:32][CH:31]=1.C1(C)C=CC=CC=1.C(O)C, predict the reaction product. The product is: [OH:29][CH:26]1[CH2:27][CH2:28][CH:23]([NH:22][C:20]([C@H:16]2[CH2:17][CH2:18][CH2:19][N:14]([C:11]3[CH:10]=[CH:9][C:8]([C:30]4[CH:35]=[CH:34][CH:33]=[CH:32][CH:31]=4)=[CH:13][N:12]=3)[CH2:15]2)=[O:21])[CH2:24][CH2:25]1.